From a dataset of Reaction yield outcomes from USPTO patents with 853,638 reactions. Predict the reaction yield, written as a fraction of the theoretical maximum amount of product (1.0 means a 100% yield; for example, 0.34 means a 34% yield). (1) The reactants are [Br:1][C:2]1[C:7](=[O:8])[N:6]2[C:9]([CH3:12])=[CH:10][S:11][C:5]2=[N:4][C:3]=1[CH:13](Br)[CH3:14].[N-:16]=[N+:17]=[N-:18].[Na+]. The catalyst is CN(C)C=O.CCOC(C)=O. The product is [N:16]([CH:13]([C:3]1[N:4]=[C:5]2[S:11][CH:10]=[C:9]([CH3:12])[N:6]2[C:7](=[O:8])[C:2]=1[Br:1])[CH3:14])=[N+:17]=[N-:18]. The yield is 0.876. (2) The reactants are [Cl:1][C:2]1[CH:7]=[CH:6][C:5]([C:8]2[CH:13]=[CH:12][C:11]([S:14][CH3:15])=[CH:10][CH:9]=2)=[C:4]([CH2:16][C:17]([OH:19])=O)[CH:3]=1.S(Cl)(Cl)=O.[Cl-].[Cl-].[Cl-].[Al+3].C(OCC)(=O)C. The catalyst is ClCCCl.O. The product is [Cl:1][C:2]1[CH:7]=[CH:6][C:5]2[C:8]3[C:9](=[CH:10][C:11]([S:14][CH3:15])=[CH:12][CH:13]=3)[C:17]([OH:19])=[CH:16][C:4]=2[CH:3]=1. The yield is 0.850. (3) The reactants are [Cl:1][C:2]1[CH:7]=[CH:6][C:5]([NH2:8])=[C:4]([N+:9]([O-:11])=[O:10])[CH:3]=1.F[C:13]1[CH:20]=[CH:19][C:18]([C:21]([F:24])([F:23])[F:22])=[CH:17][C:14]=1[C:15]#[N:16]. No catalyst specified. The product is [Cl:1][C:2]1[CH:7]=[CH:6][C:5]([NH:8][C:13]2[CH:20]=[CH:19][C:18]([C:21]([F:22])([F:24])[F:23])=[CH:17][C:14]=2[C:15]#[N:16])=[C:4]([N+:9]([O-:11])=[O:10])[CH:3]=1. The yield is 0.950. (4) The reactants are [NH:1]1[CH2:6][CH2:5][O:4][CH2:3][CH2:2]1.C(N(CC)CC)C.Br[CH2:15][C:16]1[CH:17]=[C:18]([CH:23]=[CH:24][CH:25]=1)[C:19]([O:21][CH3:22])=[O:20]. The catalyst is CCO.Cl. The product is [N:1]1([CH2:15][C:16]2[CH:17]=[C:18]([CH:23]=[CH:24][CH:25]=2)[C:19]([O:21][CH3:22])=[O:20])[CH2:6][CH2:5][O:4][CH2:3][CH2:2]1. The yield is 0.700. (5) The reactants are Br[C:2]1[CH:23]=[CH:22][C:5]([C:6]([NH:8][S:9]([C:12]2[CH:17]=[CH:16][CH:15]=[CH:14][C:13]=2[S:18](=[O:21])(=[O:20])[NH2:19])(=[O:11])=[O:10])=[O:7])=[CH:4][C:3]=1[OH:24].[CH3:25][O:26][C:27]([CH3:31])([CH3:30])[C:28]#[CH:29]. No catalyst specified. The product is [OH:24][C:3]1[CH:4]=[C:5]([CH:22]=[CH:23][C:2]=1[C:29]#[C:28][C:27]([O:26][CH3:25])([CH3:31])[CH3:30])[C:6]([NH:8][S:9]([C:12]1[CH:17]=[CH:16][CH:15]=[CH:14][C:13]=1[S:18](=[O:21])(=[O:20])[NH2:19])(=[O:11])=[O:10])=[O:7]. The yield is 0.310. (6) The reactants are Cl[C:2](=[N:10][N:11]=[C:12](Cl)[C:13]1[CH:18]=[CH:17][CH:16]=[CH:15][CH:14]=1)[C:3]1[CH:8]=[CH:7][CH:6]=[CH:5][C:4]=1[CH3:9].[CH3:20][C:21]1[CH:27]=[CH:26][CH:25]=[C:24]([CH3:28])[C:22]=1[NH2:23].CN(C)C1C=CC=CC=1.Cl. The catalyst is ClCCl. The product is [CH3:9][C:4]1[CH:5]=[CH:6][CH:7]=[CH:8][C:3]=1[C:2]1[N:23]([C:22]2[C:24]([CH3:28])=[CH:25][CH:26]=[CH:27][C:21]=2[CH3:20])[C:12]([C:13]2[CH:18]=[CH:17][CH:16]=[CH:15][CH:14]=2)=[N:11][N:10]=1. The yield is 0.310. (7) The product is [CH2:1]([N:3]([CH2:11][C:12]1[CH:13]=[N:14][CH:15]=[C:16]([C:19]2[CH:20]=[C:21]3[C:25](=[CH:26][CH:27]=2)[N:24]([CH:28]2[CH2:33][CH2:32][CH2:31][CH2:30][O:29]2)[N:23]=[C:22]3[C:34]2[NH:35][C:36]([C:39]([N:41]3[CH2:92][CH2:90][CH2:91][CH:48]([CH2:47][C:46]4[N:45]=[CH:44][CH:58]=[CH:57][N:56]=4)[CH2:43][CH2:42]3)=[O:40])=[CH:37][N:38]=2)[C:17]=1[CH3:18])[C:4](=[O:10])[O:5][C:6]([CH3:8])([CH3:9])[CH3:7])[CH3:2]. The reactants are [CH2:1]([N:3]([CH2:11][C:12]1[CH:13]=[N:14][CH:15]=[C:16]([C:19]2[CH:20]=[C:21]3[C:25](=[CH:26][CH:27]=2)[N:24]([CH:28]2[CH2:33][CH2:32][CH2:31][CH2:30][O:29]2)[N:23]=[C:22]3[C:34]2[NH:35][C:36]([C:39]([NH:41][CH2:42][C:43]3[CH:44]=[N:45][CH:46]=[CH:47][CH:48]=3)=[O:40])=[CH:37][N:38]=2)[C:17]=1[CH3:18])[C:4](=[O:10])[O:5][C:6]([CH3:9])([CH3:8])[CH3:7])[CH3:2].C(OC([N:56](CC1C(C)=C(C2C=C3C(=CC=2)N(C2CCCCO2)N=C3C2NC(C(O)=O)=CN=2)C=NC=1)[CH2:57][CH3:58])=O)(C)(C)C.[CH:90](N(C(C)C)CC)([CH3:92])[CH3:91].N1C=CC=NC=1CC1CCCNCC1.CN(C(ON1N=NC2C=CC=NC1=2)=[N+](C)C)C.F[P-](F)(F)(F)(F)F. The yield is 0.210. The catalyst is C(Cl)Cl. (8) The reactants are Br[C:2]1[CH:18]=[CH:17][C:5]([O:6][CH:7]([CH3:16])[CH2:8][NH:9][S:10]([CH:13]([CH3:15])[CH3:14])(=[O:12])=[O:11])=[CH:4][CH:3]=1.[CH3:19][O:20][C:21]1[CH:26]=[CH:25][C:24](B(O)O)=[CH:23][CH:22]=1.C(=O)([O-])[O-].[Na+].[Na+]. The catalyst is Cl[Pd](Cl)([P](C1C=CC=CC=1)(C1C=CC=CC=1)C1C=CC=CC=1)[P](C1C=CC=CC=1)(C1C=CC=CC=1)C1C=CC=CC=1.COCCOC. The product is [CH3:19][O:20][C:21]1[CH:26]=[CH:25][C:24]([C:2]2[CH:18]=[CH:17][C:5]([O:6][CH:7]([CH3:16])[CH2:8][NH:9][S:10]([CH:13]([CH3:15])[CH3:14])(=[O:12])=[O:11])=[CH:4][CH:3]=2)=[CH:23][CH:22]=1. The yield is 0.140. (9) The reactants are [Br:1][C:2]1[CH:3]=[C:4]2[C@@:15]3([CH2:19][S:18][C:17]([NH2:20])=[N:16]3)[C:14]3[CH:13]=[C:12]([Cl:21])[N:11]=[CH:10][C:9]=3[O:8][C:5]2=[CH:6][CH:7]=1.[C:22](O[C:22]([O:24][C:25]([CH3:28])([CH3:27])[CH3:26])=[O:23])([O:24][C:25]([CH3:28])([CH3:27])[CH3:26])=[O:23].C(=O)(O)[O-].[Na+]. The catalyst is O1CCOCC1.O. The product is [Br:1][C:2]1[CH:3]=[C:4]2[C@@:15]3([CH2:19][S:18][C:17]([NH:20][C:22](=[O:23])[O:24][C:25]([CH3:28])([CH3:27])[CH3:26])=[N:16]3)[C:14]3[CH:13]=[C:12]([Cl:21])[N:11]=[CH:10][C:9]=3[O:8][C:5]2=[CH:6][CH:7]=1. The yield is 0.930. (10) The reactants are [C:1]([NH:6][C:7]1[NH:8][C:9](=[O:31])[C:10]2[N:11]=[CH:12][N:13]([C:29]=2[N:30]=1)[C@@H:14]1[O:28][C@H:18]([CH2:19][O:20][Si:21]([C:24]([CH3:27])([CH3:26])[CH3:25])([CH3:23])[CH3:22])[C@@H:16]([OH:17])[CH2:15]1)(=[O:5])[CH:2]([CH3:4])[CH3:3].C(O)(=O)C.C(OC(=O)C)(=O)C.C([O-])([O-])=O.[K+].[K+].[CH3:49][S:50]([CH3:52])=O. No catalyst specified. The product is [C:1]([NH:6][C:7]1[NH:8][C:9](=[O:31])[C:10]2[N:11]=[CH:12][N:13]([C:29]=2[N:30]=1)[C@@H:14]1[O:28][C@H:18]([CH2:19][O:20][Si:21]([C:24]([CH3:26])([CH3:25])[CH3:27])([CH3:23])[CH3:22])[C@@H:16]([O:17][CH2:49][S:50][CH3:52])[CH2:15]1)(=[O:5])[CH:2]([CH3:4])[CH3:3]. The yield is 0.690.